From a dataset of Aqueous solubility values for 9,982 compounds from the AqSolDB database. Regression/Classification. Given a drug SMILES string, predict its absorption, distribution, metabolism, or excretion properties. Task type varies by dataset: regression for continuous measurements (e.g., permeability, clearance, half-life) or binary classification for categorical outcomes (e.g., BBB penetration, CYP inhibition). For this dataset (solubility_aqsoldb), we predict Y. (1) The molecule is C#CCN1C(=O)COc2cc(F)c(N3C(=O)C4=C(CCCC4)C3=O)cc21. The Y is -5.30 log mol/L. (2) The drug is CC1OC(n2ccc(NC(=O)c3ccc(NC(=O)C(C)(N)CO)cc3)nc2=O)CCC1OC1OC(C)C(N(C)C)C(O)C1O. The Y is -2.49 log mol/L. (3) The drug is CCCN(CCC)CCC. The Y is -2.47 log mol/L. (4) The molecule is Oc1ccc(C(c2ccc(O)cc2)(C(F)(F)F)C(F)(F)F)cc1. The Y is -3.18 log mol/L. (5) The molecule is CCCCCCCCCCCCCCCC[n+]1ccccc1.[Cl-]. The Y is -0.486 log mol/L. (6) The Y is -3.66 log mol/L. The drug is Cc1cc(Cl)ccc1NC(=S)N(C)C. (7) The drug is CCCCO[N+](=O)[O-]. The Y is -2.03 log mol/L.